This data is from Full USPTO retrosynthesis dataset with 1.9M reactions from patents (1976-2016). The task is: Predict the reactants needed to synthesize the given product. (1) The reactants are: [NH:1]1[CH2:11][CH2:10][CH2:9][CH:3](C(OCC)=O)[CH2:2]1.[C:12]([C:14]1[CH:21]=[CH:20][CH:19]=[CH:18][C:15]=1[CH:16]=O)#[N:13].[NH2:22][C:23]1[CH:27]=[CH:26][NH:25][N:24]=1. Given the product [C:2]([C:3]1[CH:16]([C:15]2[CH:18]=[CH:19][CH:20]=[CH:21][C:14]=2[C:12]#[N:13])[C:27]2[C:23](=[N:24][NH:25][CH:26]=2)[NH:22][C:9]=1[CH:9]1[CH2:3][CH2:2][NH:1][CH2:11][CH2:10]1)#[N:1], predict the reactants needed to synthesize it. (2) Given the product [CH3:1][C:2]1([CH3:21])[CH2:7][CH2:6][C:5]([C:8]2[C:9]([C:16]3[CH:20]=[CH:19][S:18][CH:17]=3)=[N:10][N:11]([CH3:15])[C:12]=2[CH:13]([OH:14])[C:33]([O:31][CH3:29])=[O:34])=[CH:4][CH2:3]1, predict the reactants needed to synthesize it. The reactants are: [CH3:1][C:2]1([CH3:21])[CH2:7][CH2:6][C:5]([C:8]2[C:9]([C:16]3[CH:20]=[CH:19][S:18][CH:17]=3)=[N:10][N:11]([CH3:15])[C:12]=2[CH:13]=[O:14])=[CH:4][CH2:3]1.C[Si](C#N)(C)C.[Na].[C:29](Cl)(=[O:31])C.[CH3:33][OH:34]. (3) Given the product [Cl:7][C:8]1[S:33][C:11]2[NH:12][C:13]([C:15]([NH:17][CH:18]3[CH2:27][C:26]4[C:21](=[CH:22][CH:23]=[CH:24][CH:25]=4)[N:20]([CH2:28][CH2:29][S:3]([CH3:34])(=[O:5])=[O:2])[C:19]3=[O:32])=[O:16])=[CH:14][C:10]=2[CH:9]=1, predict the reactants needed to synthesize it. The reactants are: O[O:2][S:3]([O-:5])=O.[K+].[Cl:7][C:8]1[S:33][C:11]2[NH:12][C:13]([C:15]([NH:17][CH:18]3[CH2:27][C:26]4[C:21](=[CH:22][CH:23]=[CH:24][CH:25]=4)[N:20]([CH2:28][CH2:29]SC)[C:19]3=[O:32])=[O:16])=[CH:14][C:10]=2[CH:9]=1.[CH3:34]O. (4) Given the product [CH3:12][CH:11]([CH3:13])[CH2:10][C@@H:5]([CH2:6][C:7]([NH:28][C@@H:29]([CH2:34][CH2:35][C:36]1[CH:37]=[CH:38][CH:39]=[CH:40][CH:41]=1)[C:30]([NH:32][CH3:33])=[O:31])=[O:9])[C:3]([O:2][CH3:1])=[O:4], predict the reactants needed to synthesize it. The reactants are: [CH3:1][O:2][C:3]([C@@H:5]([CH2:10][CH:11]([CH3:13])[CH3:12])[CH2:6][C:7]([OH:9])=O)=[O:4].C(Cl)CCl.C1C=CC2N(O)N=NC=2C=1.[NH2:28][C@@H:29]([CH2:34][CH2:35][C:36]1[CH:41]=[CH:40][CH:39]=[CH:38][CH:37]=1)[C:30]([NH:32][CH3:33])=[O:31].C(N(CC)CC)C. (5) Given the product [CH2:9]([NH:16][C:2]1[CH:7]=[N:6][CH:5]=[C:4]([Cl:8])[N:3]=1)[C:10]1[CH:15]=[CH:14][CH:13]=[CH:12][CH:11]=1, predict the reactants needed to synthesize it. The reactants are: Cl[C:2]1[CH:7]=[N:6][CH:5]=[C:4]([Cl:8])[N:3]=1.[CH2:9]([NH2:16])[C:10]1[CH:15]=[CH:14][CH:13]=[CH:12][CH:11]=1.C([O-])([O-])=O.[K+].[K+]. (6) Given the product [C:6]([C:8]1[N:12]([CH:13]2[CH2:18][CH2:17][N:16]([C:19]([O:21][CH:22]([CH3:24])[CH3:23])=[O:20])[CH2:15][CH2:14]2)[N:11]=[CH:10][C:9]=1[CH:25]=[CH2:1])#[N:7], predict the reactants needed to synthesize it. The reactants are: [CH2:1]([Li])CCC.[C:6]([C:8]1[N:12]([CH:13]2[CH2:18][CH2:17][N:16]([C:19]([O:21][CH:22]([CH3:24])[CH3:23])=[O:20])[CH2:15][CH2:14]2)[N:11]=[CH:10][C:9]=1[CH:25]=O)#[N:7].